Predict the product of the given reaction. From a dataset of Forward reaction prediction with 1.9M reactions from USPTO patents (1976-2016). (1) Given the reactants [CH3:1][N:2]1[CH:6]([C:7]([O:9][C:10]([CH3:13])([CH3:12])[CH3:11])=[O:8])[CH2:5][NH:4][C:3]1=[O:14].Br[C:16]1[C:17]([CH3:23])=[N:18][C:19]([CH3:22])=[CH:20][CH:21]=1.C(=O)([O-])[O-].[Cs+].[Cs+].CC1(C)C2C(=C(P(C3C=CC=CC=3)C3C=CC=CC=3)C=CC=2)OC2C(P(C3C=CC=CC=3)C3C=CC=CC=3)=CC=CC1=2, predict the reaction product. The product is: [CH3:23][C:17]1[C:16]([N:4]2[CH2:5][CH:6]([C:7]([O:9][C:10]([CH3:11])([CH3:13])[CH3:12])=[O:8])[N:2]([CH3:1])[C:3]2=[O:14])=[CH:21][CH:20]=[C:19]([CH3:22])[N:18]=1. (2) Given the reactants [C:1]([C:5]1[CH:6]=[CH:7][C:8]2[S:12][C:11]([C:13]3[C:14]([NH:27][C@@H:28]4[CH2:33][CH2:32][CH2:31][N:30](C(OC(C)(C)C)=O)[CH2:29]4)=[N:15][C:16]([N:21]4[CH2:26][CH2:25][O:24][CH2:23][CH2:22]4)=[N:17][C:18]=3[O:19]C)=[N:10][C:9]=2[CH:41]=1)([CH3:4])([CH3:3])[CH3:2], predict the reaction product. The product is: [C:1]([C:5]1[CH:6]=[CH:7][C:8]2[S:12][C:11]([C:13]3[C:18](=[O:19])[NH:17][C:16]([N:21]4[CH2:22][CH2:23][O:24][CH2:25][CH2:26]4)=[N:15][C:14]=3[NH:27][C@@H:28]3[CH2:33][CH2:32][CH2:31][NH:30][CH2:29]3)=[N:10][C:9]=2[CH:41]=1)([CH3:4])([CH3:2])[CH3:3]. (3) Given the reactants [OH:1][C:2]1[CH:7]=[CH:6][C:5]([C:8]2[CH:16]=[C:15]3[C:11]([CH:12]=[C:13]([C:24]([O:26]C)=[O:25])[N:14]3C(OC(C)(C)C)=O)=[CH:10][CH:9]=2)=[CH:4][CH:3]=1.Cl[CH2:29][C:30]1[C:31]([C:38]2[C:43]([Cl:44])=[CH:42][CH:41]=[CH:40][C:39]=2[Cl:45])=[N:32][O:33][C:34]=1[CH:35]([CH3:37])[CH3:36].C(=O)([O-])[O-].[K+].[K+].[OH-].[Na+], predict the reaction product. The product is: [Cl:45][C:39]1[CH:40]=[CH:41][CH:42]=[C:43]([Cl:44])[C:38]=1[C:31]1[C:30]([CH2:29][O:1][C:2]2[CH:3]=[CH:4][C:5]([C:8]3[CH:16]=[C:15]4[C:11]([CH:12]=[C:13]([C:24]([OH:26])=[O:25])[NH:14]4)=[CH:10][CH:9]=3)=[CH:6][CH:7]=2)=[C:34]([CH:35]([CH3:37])[CH3:36])[O:33][N:32]=1.